The task is: Regression. Given a peptide amino acid sequence and an MHC pseudo amino acid sequence, predict their binding affinity value. This is MHC class II binding data.. This data is from Peptide-MHC class II binding affinity with 134,281 pairs from IEDB. (1) The MHC is HLA-DQA10102-DQB10502 with pseudo-sequence HLA-DQA10102-DQB10502. The binding affinity (normalized) is 0.443. The peptide sequence is QRMMAEIDTDGDGFI. (2) The peptide sequence is KHTDACCRTHDMCPDVMS. The MHC is DRB1_0101 with pseudo-sequence DRB1_0101. The binding affinity (normalized) is 0. (3) The peptide sequence is VIEDITFLRPVLK. The binding affinity (normalized) is 0.402. The MHC is HLA-DPA10201-DPB10101 with pseudo-sequence HLA-DPA10201-DPB10101. (4) The peptide sequence is HNGVIVPKKKKDKDI. The MHC is DRB1_0101 with pseudo-sequence DRB1_0101. The binding affinity (normalized) is 0.908. (5) The peptide sequence is LELLQRRFGGTVIRN. The MHC is DRB1_0701 with pseudo-sequence DRB1_0701. The binding affinity (normalized) is 0.552. (6) The peptide sequence is GELHIVDKIDAAFKI. The MHC is DRB1_1302 with pseudo-sequence DRB1_1302. The binding affinity (normalized) is 0.603. (7) The peptide sequence is YDKFLASVSTVLTGK. The MHC is DRB1_0802 with pseudo-sequence DRB1_0802. The binding affinity (normalized) is 0.783.